This data is from Forward reaction prediction with 1.9M reactions from USPTO patents (1976-2016). The task is: Predict the product of the given reaction. (1) Given the reactants [CH2:1]([O:3][C:4]([C:6]1[C:7](Br)=[C:8]2[N:13]([CH:14]=1)[CH:12]=[C:11]([CH2:15][OH:16])[CH:10]=[CH:9]2)=[O:5])[CH3:2].[C:18](B1OC(C)(C)C(C)(C)O1)([CH3:20])=[CH2:19], predict the reaction product. The product is: [CH2:1]([O:3][C:4]([C:6]1[C:7]([C:18]([CH3:20])=[CH2:19])=[C:8]2[N:13]([CH:14]=1)[CH:12]=[C:11]([CH2:15][OH:16])[CH:10]=[CH:9]2)=[O:5])[CH3:2]. (2) Given the reactants [C:1]([O:5][C:6](=[O:35])[NH:7][C:8](=[NH:34])[C:9]1[CH:14]=[CH:13][C:12]([CH2:15][NH:16][C:17]([C@H:19]2[N:23]3[C:24](=[O:33])[C:25]([NH:28][S:29]([CH3:32])(=[O:31])=[O:30])=[CH:26][N:27]=[C:22]3[CH2:21][CH2:20]2)=[O:18])=[CH:11][CH:10]=1)([CH3:4])([CH3:3])[CH3:2].C(OC(=O)NC(C1C=CC(CNC([C@H]2N3C(=O)C(N(CC)CC)=CN=C3CC2)=O)=CC=1)=N)(C)(C)C.[C:71]([C:74]1[CH:79]=[CH:78]C(S(Cl)(=O)=O)=[CH:76][CH:75]=1)(=[O:73])[CH3:72], predict the reaction product. The product is: [C:1]([O:5][C:6](=[O:35])[NH:7][C:8]([C:9]1[CH:14]=[CH:13][C:12]([CH2:15][NH:16][C:17]([C@H:19]2[N:23]3[C:24](=[O:33])[C:25]([NH:28][S:29]([C:32]4[CH:78]=[CH:79][C:74]([C:71](=[O:73])[CH3:72])=[CH:75][CH:76]=4)(=[O:31])=[O:30])=[CH:26][N:27]=[C:22]3[CH2:21][CH2:20]2)=[O:18])=[CH:11][CH:10]=1)=[NH:34])([CH3:4])([CH3:2])[CH3:3]. (3) Given the reactants [NH2:1][C:2]1[CH:3]=[C:4]([C:8]2[CH:9]=[C:10]3[C:15](=[CH:16][CH:17]=2)[CH:14]=[C:13]([OH:18])[CH:12]=[CH:11]3)[CH:5]=[CH:6][CH:7]=1.C(=O)([O-])[O-].[Cs+].[Cs+].Cl[CH2:26][C:27]1[C:28]([C:35]2[C:40]([Cl:41])=[CH:39][CH:38]=[CH:37][C:36]=2[Cl:42])=[N:29][O:30][C:31]=1[CH:32]([CH3:34])[CH3:33].C(OCC)(=O)C, predict the reaction product. The product is: [Cl:41][C:40]1[CH:39]=[CH:38][CH:37]=[C:36]([Cl:42])[C:35]=1[C:28]1[C:27]([CH2:26][O:18][C:13]2[CH:14]=[C:15]3[C:10](=[CH:11][CH:12]=2)[CH:9]=[C:8]([C:4]2[CH:3]=[C:2]([CH:7]=[CH:6][CH:5]=2)[NH2:1])[CH:17]=[CH:16]3)=[C:31]([CH:32]([CH3:34])[CH3:33])[O:30][N:29]=1. (4) Given the reactants [C:1]([C:5]1[CH:6]=[C:7]([CH3:12])[C:8]([CH3:11])=[CH:9][CH:10]=1)([CH3:4])([CH3:3])[CH3:2].[OH2:13].[Mn]([O-])(=O)(=O)=[O:15].[K+], predict the reaction product. The product is: [C:1]([C:5]1[CH:10]=[CH:9][C:8]([C:11]([OH:15])=[O:13])=[C:7]([CH3:12])[CH:6]=1)([CH3:4])([CH3:3])[CH3:2]. (5) The product is: [CH:2]([C@@H:35]1[CH2:34][CH2:33][C@@H:32]([C:38]([O:40][CH3:41])=[O:39])[C:31]([CH3:42])([CH3:30])[CH2:36]1)=[O:3].[CH:25]([C@H:35]1[CH2:34][CH2:33][C@@H:32]([C:38]([O:40][CH3:41])=[O:39])[C:31]([CH3:42])([CH3:30])[CH2:36]1)=[O:27]. Given the reactants [Cl-].[CH3:2][O:3]C[P+](C1C=CC=CC=1)(C1C=CC=CC=1)C1C=CC=CC=1.C[C:25](C)([O-:27])C.[K+].[CH3:30][C:31]1([CH3:42])[CH2:36][C:35](=O)[CH2:34][CH2:33][C@@H:32]1[C:38]([O:40][CH3:41])=[O:39].Cl, predict the reaction product. (6) Given the reactants [NH2:1][C:2]1[CH:3]=[CH:4][C:5]([F:17])=[C:6]([C@:8]2([CH3:16])[C@@H:13]([F:14])[CH2:12][O:11][C:10]([NH2:15])=[N:9]2)[CH:7]=1.[Cl:18][C:19]1[C:20]([C:27](O)=[O:28])=[N:21][CH:22]=[C:23]([C:25]#[N:26])[CH:24]=1, predict the reaction product. The product is: [NH2:15][C:10]1[O:11][CH2:12][C@H:13]([F:14])[C@:8]([C:6]2[CH:7]=[C:2]([NH:1][C:27]([C:20]3[C:19]([Cl:18])=[CH:24][C:23]([C:25]#[N:26])=[CH:22][N:21]=3)=[O:28])[CH:3]=[CH:4][C:5]=2[F:17])([CH3:16])[N:9]=1. (7) Given the reactants [CH:1]([NH:4][C:5]1[O:6][C:7]([C:10]2[CH:11]=[C:12]3[C:16](=[CH:17][CH:18]=2)[N:15](S(C2C=CC(C)=CC=2)(=O)=O)[CH:14]=[C:13]3[C:29]2[CH:34]=[C:33]([O:35][CH2:36][C:37]3[CH:42]=[CH:41][C:40]([O:43][CH3:44])=[CH:39][CH:38]=3)[N:32]=[C:31]([NH:45][CH:46]([CH3:48])[CH3:47])[N:30]=2)=[N:8][N:9]=1)([CH3:3])[CH3:2].[OH-].[Na+], predict the reaction product. The product is: [CH:1]([NH:4][C:5]1[O:6][C:7]([C:10]2[CH:11]=[C:12]3[C:16](=[CH:17][CH:18]=2)[NH:15][CH:14]=[C:13]3[C:29]2[CH:34]=[C:33]([O:35][CH2:36][C:37]3[CH:42]=[CH:41][C:40]([O:43][CH3:44])=[CH:39][CH:38]=3)[N:32]=[C:31]([NH:45][CH:46]([CH3:48])[CH3:47])[N:30]=2)=[N:8][N:9]=1)([CH3:3])[CH3:2]. (8) Given the reactants [CH3:1][O:2][C:3]([C:5]1[N:6]=[CH:7][C:8]2[C:13]([C:14]=1[O:15]CC1C=CC=CC=1)=[CH:12][CH:11]=[C:10](Br)[CH:9]=2)=[O:4].C1COCC1.[Br-].[CH2:30]([Zn+])[C:31]1[CH:36]=[CH:35][CH:34]=[CH:33][CH:32]=1.[NH4+].[Cl-], predict the reaction product. The product is: [CH3:1][O:2][C:3]([C:5]1[N:6]=[CH:7][C:8]2[C:13]([C:14]=1[OH:15])=[CH:12][CH:11]=[C:10]([CH2:30][C:31]1[CH:36]=[CH:35][CH:34]=[CH:33][CH:32]=1)[CH:9]=2)=[O:4]. (9) The product is: [F:21][C:22]1[CH:27]=[CH:26][CH:25]=[C:24]([F:28])[C:23]=1[C:2]1[CH:7]=[CH:6][N:5]=[C:4]([N:8]2[CH2:13][CH2:12][N:11]([C:14]([O:16][C:17]([CH3:20])([CH3:19])[CH3:18])=[O:15])[CH2:10][CH2:9]2)[N:3]=1. Given the reactants Cl[C:2]1[CH:7]=[CH:6][N:5]=[C:4]([N:8]2[CH2:13][CH2:12][N:11]([C:14]([O:16][C:17]([CH3:20])([CH3:19])[CH3:18])=[O:15])[CH2:10][CH2:9]2)[N:3]=1.[F:21][C:22]1[CH:27]=[CH:26][CH:25]=[C:24]([F:28])[C:23]=1B(O)O.[F-].[K+].C(P(C(C)(C)C)C(C)(C)C)(C)(C)C, predict the reaction product. (10) Given the reactants [Cl:1][C:2]1[CH:7]=[C:6]([Cl:8])[CH:5]=[CH:4][C:3]=1[C:9]1[N:10]=[C:11]([C:14]2([C:17]3[CH:22]=[CH:21][C:20]([O:23][CH3:24])=[CH:19][CH:18]=3)[CH2:16][CH2:15]2)[NH:12][CH:13]=1.F[C:26]1[CH:36]=[CH:35][C:29]([C:30]([O:32][CH2:33][CH3:34])=[O:31])=[CH:28][CH:27]=1.C([O-])([O-])=O.[Cs+].[Cs+], predict the reaction product. The product is: [CH2:33]([O:32][C:30](=[O:31])[C:29]1[CH:35]=[CH:36][C:26]([N:12]2[CH:13]=[C:9]([C:3]3[CH:4]=[CH:5][C:6]([Cl:8])=[CH:7][C:2]=3[Cl:1])[N:10]=[C:11]2[C:14]2([C:17]3[CH:18]=[CH:19][C:20]([O:23][CH3:24])=[CH:21][CH:22]=3)[CH2:15][CH2:16]2)=[CH:27][CH:28]=1)[CH3:34].